This data is from Forward reaction prediction with 1.9M reactions from USPTO patents (1976-2016). The task is: Predict the product of the given reaction. (1) The product is: [CH3:8][C:6]([CH3:9])([C:5](=[O:10])[C:4](=[O:11])[C:2]([CH3:12])([CH3:3])[CH3:1])[CH3:7]. Given the reactants [CH3:1][C:2]([CH3:12])([C:4](=[O:11])[CH:5]([OH:10])[C:6]([CH3:9])([CH3:8])[CH3:7])[CH3:3].[Mn]([O-])(=O)(=O)=O.[K+].[OH-].[Na+], predict the reaction product. (2) Given the reactants C(N(CC)C(C)C)(C)C.[CH3:10][O:11][C:12]1[CH:19]=[C:18]([O:20][CH3:21])[CH:17]=[CH:16][C:13]=1[CH2:14][NH2:15].[Cl:22][C:23]1[CH:28]=[C:27](Cl)[N:26]=[CH:25][N:24]=1, predict the reaction product. The product is: [Cl:22][C:23]1[N:24]=[CH:25][N:26]=[C:27]([NH:15][CH2:14][C:13]2[CH:16]=[CH:17][C:18]([O:20][CH3:21])=[CH:19][C:12]=2[O:11][CH3:10])[CH:28]=1. (3) Given the reactants [OH:1][CH2:2][CH2:3][CH2:4][N:5]([CH2:18][C:19]([F:22])([F:21])[F:20])[C:6]1[CH:13]=[CH:12][C:9]([C:10]#[N:11])=[C:8]([C:14]([F:17])([F:16])[F:15])[CH:7]=1.[F:23][C:24]1[CH:29]=[CH:28][C:27](O)=[CH:26][CH:25]=1, predict the reaction product. The product is: [F:23][C:24]1[CH:29]=[CH:28][C:27]([O:1][CH2:2][CH2:3][CH2:4][N:5]([CH2:18][C:19]([F:20])([F:21])[F:22])[C:6]2[CH:13]=[CH:12][C:9]([C:10]#[N:11])=[C:8]([C:14]([F:16])([F:15])[F:17])[CH:7]=2)=[CH:26][CH:25]=1. (4) Given the reactants CC1C=CC(S(O[CH2:12][C@H:13]2[CH2:26][O:25][C:16]3[CH:17]=[CH:18][C:19]4[N:20]=[C:21]([CH3:24])[O:22][C:23]=4[C:15]=3[O:14]2)(=O)=O)=CC=1.[NH:27]1[CH2:32][CH2:31][CH2:30][CH2:29][CH2:28]1.C(O)(=O)/C=C/C(O)=O, predict the reaction product. The product is: [CH3:24][C:21]1[O:22][C:23]2=[C:15]3[C:16](=[CH:17][CH:18]=[C:19]2[N:20]=1)[O:25][CH2:26][CH:13]([CH2:12][N:27]1[CH2:32][CH2:31][CH2:30][CH2:29][CH2:28]1)[O:14]3. (5) Given the reactants [NH2:1][CH2:2][C@@H:3]1[C@H:8]([CH3:9])[CH2:7][CH2:6][CH2:5][N:4]1[C:10]([C:12]1[CH:17]=[CH:16][C:15]([F:18])=[CH:14][C:13]=1[N:19]1[N:23]=[CH:22][CH:21]=[N:20]1)=[O:11].F[C:25]1[CH:30]=[CH:29][C:28]([C:31]([F:34])([F:33])[F:32])=[CH:27][N:26]=1, predict the reaction product. The product is: [F:18][C:15]1[CH:16]=[CH:17][C:12]([C:10]([N:4]2[CH2:5][CH2:6][CH2:7][C@@H:8]([CH3:9])[C@H:3]2[CH2:2][NH:1][C:25]2[CH:30]=[CH:29][C:28]([C:31]([F:34])([F:33])[F:32])=[CH:27][N:26]=2)=[O:11])=[C:13]([N:19]2[N:23]=[CH:22][CH:21]=[N:20]2)[CH:14]=1. (6) Given the reactants C(N(CC)CC)C.[C:8](Cl)(=[O:11])[CH:9]=[CH2:10].[CH3:13][S:14]([O:17][CH2:18][CH:19]1[CH2:23][CH2:22][NH:21][CH2:20]1)(=[O:16])=[O:15], predict the reaction product. The product is: [CH3:13][S:14]([O:17][CH2:18][CH:19]1[CH2:23][CH2:22][N:21]([C:8](=[O:11])[CH:9]=[CH2:10])[CH2:20]1)(=[O:15])=[O:16].